Dataset: Reaction yield outcomes from USPTO patents with 853,638 reactions. Task: Predict the reaction yield, written as a fraction of the theoretical maximum amount of product (1.0 means a 100% yield; for example, 0.34 means a 34% yield). (1) The reactants are [N:1]1[N:5]2[CH:6]=[N:7][C:8](=[O:10])[CH2:9][C:4]2=[CH:3][CH:2]=1.[I:11]N1C(=O)CCC1=O. The catalyst is CN(C=O)C. The product is [I:11][C:3]1[CH:2]=[N:1][N:5]2[C:4]=1[CH2:9][C:8](=[O:10])[N:7]=[CH:6]2. The yield is 0.860. (2) The reactants are [C:1]1(=[O:8])O[C:5](=[O:6])[CH:4]=[C:2]1[CH3:3].[NH2:9][C:10]1[CH:15]=[CH:14][C:13]([Br:16])=[CH:12][N:11]=1. The catalyst is C1(C)C=CC=CC=1. The product is [Br:16][C:13]1[CH:14]=[CH:15][C:10]([N:9]2[C:5](=[O:6])[CH:4]=[C:2]([CH3:3])[C:1]2=[O:8])=[N:11][CH:12]=1. The yield is 0.710. (3) The reactants are C(OC([NH:8][N:9]([C:24]([C:26]1[C:35](=[O:36])[C:34]2[C:29](=[CH:30][C:31]([Cl:37])=[CH:32][CH:33]=2)[NH:28][C:27]=1[C:38](N1CCCC1)=[O:39])=[O:25])[CH2:10][C:11]1[O:12][C:13]([C:16]2[CH:21]=[CH:20][C:19]([O:22][CH3:23])=[CH:18][CH:17]=2)=[N:14][N:15]=1)=O)(C)(C)C.CS(O)(=O)=O.C(OCC)C.O. The catalyst is C1COCC1. The product is [Cl:37][C:31]1[CH:32]=[CH:33][C:34]2[C:35](=[O:36])[C:26]3[C:24](=[O:25])[N:9]([CH2:10][C:11]4[O:12][C:13]([C:16]5[CH:21]=[CH:20][C:19]([O:22][CH3:23])=[CH:18][CH:17]=5)=[N:14][N:15]=4)[N:8]=[C:38]([OH:39])[C:27]=3[NH:28][C:29]=2[CH:30]=1. The yield is 0.250. (4) The reactants are [F:1][C:2]1[CH:7]=[C:6](I)[CH:5]=[CH:4][C:3]=1[N:9]1[CH:14]=[C:13]([O:15][CH3:16])[C:12](=[O:17])[C:11]([C:18]2[N:22]([C:23]3[CH:28]=[CH:27][CH:26]=[CH:25][CH:24]=3)[N:21]=[CH:20][CH:19]=2)=[N:10]1.[CH3:29][C:30]1([CH3:36])[O:34][C:33](=[O:35])[NH:32][CH2:31]1.N[C@@H]1CCCC[C@H]1N.[O-]P([O-])([O-])=O.[K+].[K+].[K+].C([O-])(O)=O.[Na+]. The catalyst is O1CCOCC1.[Cu]I. The product is [CH3:29][C:30]1([CH3:36])[O:34][C:33](=[O:35])[N:32]([C:6]2[CH:5]=[CH:4][C:3]([N:9]3[CH:14]=[C:13]([O:15][CH3:16])[C:12](=[O:17])[C:11]([C:18]4[N:22]([C:23]5[CH:28]=[CH:27][CH:26]=[CH:25][CH:24]=5)[N:21]=[CH:20][CH:19]=4)=[N:10]3)=[C:2]([F:1])[CH:7]=2)[CH2:31]1. The yield is 0.660. (5) The reactants are C(NC(C)C)(C)C.C([Li])CCC.[CH3:13][S:14][C:15]1[CH:20]=[CH:19][C:18]([CH2:21][C:22]([OH:24])=[O:23])=[CH:17][CH:16]=1.I[CH2:26][CH:27]1[CH2:31][CH2:30][CH2:29][CH2:28]1. The catalyst is O1CCCC1.CN1CCCN(C)C1=O. The product is [CH:27]1([CH2:26][CH:21]([C:18]2[CH:17]=[CH:16][C:15]([S:14][CH3:13])=[CH:20][CH:19]=2)[C:22]([OH:24])=[O:23])[CH2:31][CH2:30][CH2:29][CH2:28]1. The yield is 0.350. (6) The reactants are [Cl-].O[NH3+:3].[C:4](=[O:7])([O-])[OH:5].[Na+].CS(C)=O.[CH3:13][C:14]1[N:15]([CH:39]=[C:40]([CH3:42])[CH3:41])[C:16](=[O:38])[C:17]([CH2:23][C:24]2[CH:29]=[CH:28][C:27]([C:30]3[C:31]([C:36]#[N:37])=[CH:32][CH:33]=[CH:34][CH:35]=3)=[CH:26][CH:25]=2)=[C:18]([CH2:20][CH2:21][CH3:22])[N:19]=1. The catalyst is O.C(OCC)(=O)C. The product is [CH3:13][C:14]1[N:15]([CH:39]=[C:40]([CH3:41])[CH3:42])[C:16](=[O:38])[C:17]([CH2:23][C:24]2[CH:29]=[CH:28][C:27]([C:30]3[CH:35]=[CH:34][CH:33]=[CH:32][C:31]=3[C:36]3[NH:3][C:4](=[O:7])[O:5][N:37]=3)=[CH:26][CH:25]=2)=[C:18]([CH2:20][CH2:21][CH3:22])[N:19]=1. The yield is 0.320.